From a dataset of Forward reaction prediction with 1.9M reactions from USPTO patents (1976-2016). Predict the product of the given reaction. (1) Given the reactants O=[C:2]1[CH2:7][CH2:6][CH2:5][CH:4]([C:8]([O:10][CH2:11][CH3:12])=[O:9])[CH2:3]1.[C:13]([CH2:15][C:16]([O:18][CH2:19][CH3:20])=[O:17])#[N:14].CC(O)=O, predict the reaction product. The product is: [C:13]([C:15](=[C:2]1[CH2:7][CH2:6][CH2:5][CH:4]([C:8]([O:10][CH2:11][CH3:12])=[O:9])[CH2:3]1)[C:16]([O:18][CH2:19][CH3:20])=[O:17])#[N:14]. (2) The product is: [CH3:1][O:2][CH2:15][CH:13]([C:9]1[CH:10]=[CH:11][CH:12]=[C:7]([N+:4]([O-:6])=[O:5])[CH:8]=1)[OH:14]. Given the reactants [CH3:1][O-:2].[Na+].[N+:4]([C:7]1[CH:8]=[C:9]([CH:13]2[CH2:15][O:14]2)[CH:10]=[CH:11][CH:12]=1)([O-:6])=[O:5], predict the reaction product.